This data is from Forward reaction prediction with 1.9M reactions from USPTO patents (1976-2016). The task is: Predict the product of the given reaction. (1) The product is: [OH:22][CH2:5][CH2:4][C:7]1[N:8]=[N+:9]([O-:17])[C:10]2[CH:16]=[CH:15][CH:14]=[CH:13][C:11]=2[N:12]=1. Given the reactants O=[O+][O-].[CH2:4]([C:7]1[N:8]=[N+:9]([O-:17])[C:10]2[CH:16]=[CH:15][CH:14]=[CH:13][C:11]=2[N:12]=1)[CH:5]=C.[BH4-].[Na+].CC(O)=[O:22], predict the reaction product. (2) Given the reactants [H-].[Al+3].[Li+].[H-].[H-].[H-].[N:7]1([C:13]2([C:17]#[N:18])[CH2:16][CH2:15][CH2:14]2)[CH2:12][CH2:11][CH2:10][CH2:9][CH2:8]1.O.[OH-].[Na+], predict the reaction product. The product is: [N:7]1([C:13]2([CH2:17][NH2:18])[CH2:14][CH2:15][CH2:16]2)[CH2:12][CH2:11][CH2:10][CH2:9][CH2:8]1.